Dataset: Forward reaction prediction with 1.9M reactions from USPTO patents (1976-2016). Task: Predict the product of the given reaction. (1) The product is: [CH3:9][N:8]([CH2:7][C:4]1[S:5][CH:6]=[C:2]([B:15]([O:16][CH:17]([CH3:19])[CH3:18])[O:14][CH:11]([CH3:13])[CH3:12])[CH:3]=1)[CH3:10]. Given the reactants Br[C:2]1[CH:3]=[C:4]([CH2:7][N:8]([CH3:10])[CH3:9])[S:5][CH:6]=1.[CH:11]([O:14][B:15](OC(C)C)[O:16][CH:17]([CH3:19])[CH3:18])([CH3:13])[CH3:12].[Li]CCCC.CCCCCC, predict the reaction product. (2) Given the reactants [F:1][C:2]1[CH:3]=[C:4]([CH2:10][CH2:11][CH2:12][C:13]([OH:15])=O)[CH:5]=[CH:6][C:7]=1[O:8][CH3:9].CS(O)(=O)=O, predict the reaction product. The product is: [F:1][C:2]1[CH:3]=[C:4]2[C:5](=[CH:6][C:7]=1[O:8][CH3:9])[C:13](=[O:15])[CH2:12][CH2:11][CH2:10]2. (3) Given the reactants [H-].[Al+3].[Li+].[H-].[H-].[H-].C([O:9][C:10](=O)[CH2:11][CH2:12][S:13][C:14]1[CH:15]=[C:16]([CH:20]=[CH:21][CH:22]=1)[C:17](O)=[O:18])C, predict the reaction product. The product is: [OH:18][CH2:17][C:16]1[CH:15]=[C:14]([S:13][CH2:12][CH2:11][CH2:10][OH:9])[CH:22]=[CH:21][CH:20]=1.